Dataset: Forward reaction prediction with 1.9M reactions from USPTO patents (1976-2016). Task: Predict the product of the given reaction. (1) Given the reactants [CH2:1]([N:8]1[C@@H:12]([C:13]([OH:15])=O)[CH2:11][N:10]([CH3:16])[C:9]1=[O:17])[C:2]1[CH:7]=[CH:6][CH:5]=[CH:4][CH:3]=1.[NH2:18][CH:19]([CH2:25][C:26]1[CH:31]=[CH:30][CH:29]=[CH:28][CH:27]=1)[CH:20]([OH:24])[C:21]([NH2:23])=[O:22].O[NH-].O=[N-], predict the reaction product. The product is: [NH2:23][C:21](=[O:22])[C:20](=[O:24])[CH:19]([NH:18][C:13]([C@H:12]1[CH2:11][N:10]([CH3:16])[C:9](=[O:17])[N:8]1[CH2:1][C:2]1[CH:3]=[CH:4][CH:5]=[CH:6][CH:7]=1)=[O:15])[CH2:25][C:26]1[CH:27]=[CH:28][CH:29]=[CH:30][CH:31]=1. (2) Given the reactants [N:1]1([C:5]([NH:7][C:8]2[CH:13]=[C:12]([O:14][C:15]3[CH:20]=[CH:19][C:18]([NH:21][C:22]([C:24]4([C:27]([NH:29][C:30]5[CH:35]=[CH:34][C:33]([F:36])=[CH:32][CH:31]=5)=[O:28])[CH2:26][CH2:25]4)=[O:23])=[C:17]([F:37])[CH:16]=3)[CH:11]=[CH:10][N:9]=2)=[O:6])[CH2:4][CH2:3][CH2:2]1.[ClH:38], predict the reaction product. The product is: [ClH:38].[N:1]1([C:5]([NH:7][C:8]2[CH:13]=[C:12]([O:14][C:15]3[CH:20]=[CH:19][C:18]([NH:21][C:22]([C:24]4([C:27]([NH:29][C:30]5[CH:31]=[CH:32][C:33]([F:36])=[CH:34][CH:35]=5)=[O:28])[CH2:25][CH2:26]4)=[O:23])=[C:17]([F:37])[CH:16]=3)[CH:11]=[CH:10][N:9]=2)=[O:6])[CH2:4][CH2:3][CH2:2]1. (3) Given the reactants [NH2:1][C:2]1([C:21](O)=[O:22])[CH2:6][CH:5]([C:7]2[CH:12]=[CH:11][C:10]([CH2:13][CH2:14][CH2:15][CH2:16][CH2:17][CH2:18][CH2:19][CH3:20])=[CH:9][CH:8]=2)[O:4][CH2:3]1.[H-].[Al+3].[Li+].[H-].[H-].[H-], predict the reaction product. The product is: [NH2:1][C:2]1([CH2:21][OH:22])[CH2:6][CH:5]([C:7]2[CH:12]=[CH:11][C:10]([CH2:13][CH2:14][CH2:15][CH2:16][CH2:17][CH2:18][CH2:19][CH3:20])=[CH:9][CH:8]=2)[O:4][CH2:3]1. (4) Given the reactants [N+:1]([C:4]1[CH:13]=[C:12]2[C:7]([CH2:8][CH2:9][CH2:10][NH:11]2)=[CH:6][CH:5]=1)([O-:3])=[O:2].[Cl:14][CH2:15][C:16](Cl)=[O:17], predict the reaction product. The product is: [Cl:14][CH2:15][C:16]([N:11]1[C:12]2[C:7](=[CH:6][CH:5]=[C:4]([N+:1]([O-:3])=[O:2])[CH:13]=2)[CH2:8][CH2:9][CH2:10]1)=[O:17]. (5) Given the reactants C(O)C.[CH:4]1([N:10]2[C:14]([C:15]([NH2:17])=[O:16])=[C:13]([NH:18][C:19](=O)[C:20]3[CH:25]=[CH:24][CH:23]=[CH:22][C:21]=3[O:26][CH3:27])[C:12]([CH3:29])=[N:11]2)[CH2:9][CH2:8][CH2:7][CH2:6][CH2:5]1.[OH-].[Na+], predict the reaction product. The product is: [CH:4]1([N:10]2[C:14]3[C:15](=[O:16])[NH:17][C:19]([C:20]4[CH:25]=[CH:24][CH:23]=[CH:22][C:21]=4[O:26][CH3:27])=[N:18][C:13]=3[C:12]([CH3:29])=[N:11]2)[CH2:9][CH2:8][CH2:7][CH2:6][CH2:5]1. (6) Given the reactants [CH2:1]([O:3][C:4]([C:6]1([C:9]2[CH:14]=[CH:13][C:12]([C:15]3[CH:20]=[CH:19][C:18]([C:21]4[O:25][N:24]=[C:23]([CH3:26])[C:22]=4[NH:27][C:28]4[CH:33]=[CH:32][CH:31]=[C:30](Br)[N:29]=4)=[CH:17][CH:16]=3)=[CH:11][CH:10]=2)[CH2:8][CH2:7]1)=[O:5])[CH3:2].[Cl:35][C:36]1[CH:37]=[C:38](B(O)O)[CH:39]=[CH:40][CH:41]=1, predict the reaction product. The product is: [CH2:1]([O:3][C:4]([C:6]1([C:9]2[CH:14]=[CH:13][C:12]([C:15]3[CH:20]=[CH:19][C:18]([C:21]4[O:25][N:24]=[C:23]([CH3:26])[C:22]=4[NH:27][C:28]4[CH:33]=[CH:32][CH:31]=[C:30]([C:40]5[CH:39]=[CH:38][CH:37]=[C:36]([Cl:35])[CH:41]=5)[N:29]=4)=[CH:17][CH:16]=3)=[CH:11][CH:10]=2)[CH2:8][CH2:7]1)=[O:5])[CH3:2]. (7) Given the reactants [ClH:1].O1CCOCC1.[F:8][C:9]1[CH:14]=[CH:13][C:12]([C:15]2[N:20]=[N:19][C:18]([N:21]3[CH2:26][CH2:25][CH:24]([N:27]([CH3:43])[C:28]([C@@H:30]4[CH2:35][CH2:34][CH2:33][CH2:32][N:31]4C(OC(C)(C)C)=O)=[O:29])[CH2:23][CH2:22]3)=[C:17]([CH3:44])[C:16]=2[CH3:45])=[CH:11][CH:10]=1, predict the reaction product. The product is: [ClH:1].[ClH:1].[F:8][C:9]1[CH:14]=[CH:13][C:12]([C:15]2[N:20]=[N:19][C:18]([N:21]3[CH2:22][CH2:23][CH:24]([N:27]([CH3:43])[C:28]([C@@H:30]4[CH2:35][CH2:34][CH2:33][CH2:32][NH:31]4)=[O:29])[CH2:25][CH2:26]3)=[C:17]([CH3:44])[C:16]=2[CH3:45])=[CH:11][CH:10]=1. (8) Given the reactants [CH3:1][O:2][C:3]1C=[C:5]2[C:10](=[CH:11][CH:12]=1)[N:9]=[CH:8][CH:7]=[C:6]2[N:13]1[CH2:18][CH2:17][N:16]([CH2:19][CH2:20][NH2:21])[CH2:15][CH2:14]1.C1C=CC2N(O)N=[N:28]C=2C=1.C(Cl)CCl.C(N(C(C)C)CC)(C)C.[O:45]=[C:46]1[CH2:51][S:50][C:49]2[CH:52]=[CH:53][C:54]([C:56]([OH:58])=O)=[N:55][C:48]=2[NH:47]1, predict the reaction product. The product is: [CH3:1][O:2][C:3]1[N:28]=[C:5]2[C:10](=[CH:11][CH:12]=1)[N:9]=[CH:8][CH:7]=[C:6]2[N:13]1[CH2:14][CH2:15][N:16]([CH2:19][CH2:20][NH:21][C:56]([C:54]2[CH:53]=[CH:52][C:49]3[S:50][CH2:51][C:46](=[O:45])[NH:47][C:48]=3[N:55]=2)=[O:58])[CH2:17][CH2:18]1. (9) Given the reactants [Al+3].[Cl-].[Cl-].[Cl-].C(NB)(C)(C)C.[CH2:11]([N:18]1[CH2:26][CH2:25][CH:24]2[CH:20]([C:21](=O)[C:22]3[S:29][CH:28]=[CH:27][C:23]=32)[CH2:19]1)[C:12]1[CH:17]=[CH:16][CH:15]=[CH:14][CH:13]=1.[Al+3].[Cl-].[Cl-].[Cl-].B.Cl.[OH-].[Na+], predict the reaction product. The product is: [CH2:11]([N:18]1[CH2:26][CH2:25][CH:24]2[CH:20]([CH2:21][C:22]3[S:29][CH:28]=[CH:27][C:23]=32)[CH2:19]1)[C:12]1[CH:13]=[CH:14][CH:15]=[CH:16][CH:17]=1. (10) Given the reactants C(O[C:6](=[O:33])[NH:7][CH2:8][C@@H:9]1[O:13][C:12](=[O:14])[N:11]([C:15]2[CH:20]=[CH:19][C:18]([C:21]3[S:22][CH:23]=[C:24]([CH2:26][N:27]4[CH:31]=[CH:30][N:29]=[CH:28]4)[N:25]=3)=[C:17]([F:32])[CH:16]=2)[CH2:10]1)(C)(C)C.F[C:35](F)(F)C(O)=O.N1C=CC=CC=1.C(OC(=O)C)(=O)C, predict the reaction product. The product is: [F:32][C:17]1[CH:16]=[C:15]([N:11]2[CH2:10][C@H:9]([CH2:8][NH:7][C:6](=[O:33])[CH3:35])[O:13][C:12]2=[O:14])[CH:20]=[CH:19][C:18]=1[C:21]1[S:22][CH:23]=[C:24]([CH2:26][N:27]2[CH:31]=[CH:30][N:29]=[CH:28]2)[N:25]=1.